Dataset: Reaction yield outcomes from USPTO patents with 853,638 reactions. Task: Predict the reaction yield, written as a fraction of the theoretical maximum amount of product (1.0 means a 100% yield; for example, 0.34 means a 34% yield). (1) The reactants are [OH-].[Na+].CC1(C)C(C)(C)OB([C:11]2[CH:19]=[CH:18][CH:17]=[C:16]3[C:12]=2[CH:13]=[CH:14][NH:15]3)O1.Br[C:22]1[CH:23]=[N:24][CH:25]=[C:26]([CH:30]=1)[C:27]([OH:29])=[O:28]. The catalyst is [Pd].C1COCC1. The product is [NH:15]1[C:16]2[C:12](=[C:11]([C:22]3[CH:23]=[N:24][CH:25]=[C:26]([CH:30]=3)[C:27]([OH:29])=[O:28])[CH:19]=[CH:18][CH:17]=2)[CH:13]=[CH:14]1. The yield is 0.480. (2) The reactants are [N:1]1[C:10]2[C:5](=[CH:6][CH:7]=[CH:8][CH:9]=2)[CH:4]=[CH:3][C:2]=1[N:11]1[CH2:16][CH2:15][N:14]([CH2:17][CH2:18][CH2:19][N:20]2C(=O)C3C(=CC=CC=3)C2=O)[CH2:13][CH2:12]1.O.NN. The catalyst is C(O)C. The product is [N:1]1[C:10]2[C:5](=[CH:6][CH:7]=[CH:8][CH:9]=2)[CH:4]=[CH:3][C:2]=1[N:11]1[CH2:12][CH2:13][N:14]([CH2:17][CH2:18][CH2:19][NH2:20])[CH2:15][CH2:16]1. The yield is 0.960. (3) The reactants are [H-].[Na+].[Cl:3][C:4]1[N:12]=[C:11]2[C:7]([NH:8][C:9](=[O:19])[N:10]2[CH:13]2[CH2:18][CH2:17][CH2:16][CH2:15][CH2:14]2)=[CH:6][N:5]=1.Cl[CH2:21][C:22]([N:24]([CH3:26])[CH3:25])=[O:23]. The catalyst is CN(C=O)C. The product is [Cl:3][C:4]1[N:12]=[C:11]2[C:7]([N:8]([CH2:21][C:22]([N:24]([CH3:26])[CH3:25])=[O:23])[C:9](=[O:19])[N:10]2[CH:13]2[CH2:18][CH2:17][CH2:16][CH2:15][CH2:14]2)=[CH:6][N:5]=1. The yield is 0.950.